Dataset: Reaction yield outcomes from USPTO patents with 853,638 reactions. Task: Predict the reaction yield, written as a fraction of the theoretical maximum amount of product (1.0 means a 100% yield; for example, 0.34 means a 34% yield). (1) The reactants are [CH3:1][NH:2][C:3]([C:5]1[C:13]2[C:8](=[CH:9][C:10]([O:14]C)=[CH:11][CH:12]=2)[N:7]([CH2:16][CH3:17])[C:6]=1[CH3:18])=[O:4].B(Br)(Br)Br. No catalyst specified. The product is [CH3:1][NH:2][C:3]([C:5]1[C:13]2[C:8](=[CH:9][C:10]([OH:14])=[CH:11][CH:12]=2)[N:7]([CH2:16][CH3:17])[C:6]=1[CH3:18])=[O:4]. The yield is 0.850. (2) The reactants are C(=O)([O-])[O-].[Cs+].[Cs+].[O:7]1[CH2:12][CH2:11][O:10][C:9]2[CH:13]=[C:14]([C:17]3[C:18]([CH3:35])=[C:19]([CH:32]=[CH:33][CH:34]=3)[CH2:20][O:21][C:22]3[CH:29]=[C:28]([CH3:30])[C:25]([CH:26]=[O:27])=[C:24]([OH:31])[CH:23]=3)[CH:15]=[CH:16][C:8]1=2.Br[CH2:37][C:38]1[CH:39]=[C:40]([CH:43]=[CH:44][CH:45]=1)[C:41]#[N:42].Cl. The catalyst is CN(C)C=O.C(OCC)(=O)C. The product is [O:7]1[CH2:12][CH2:11][O:10][C:9]2[CH:13]=[C:14]([C:17]3[C:18]([CH3:35])=[C:19]([CH:32]=[CH:33][CH:34]=3)[CH2:20][O:21][C:22]3[CH:29]=[C:28]([CH3:30])[C:25]([CH:26]=[O:27])=[C:24]([CH:23]=3)[O:31][CH2:37][C:38]3[CH:39]=[C:40]([CH:43]=[CH:44][CH:45]=3)[C:41]#[N:42])[CH:15]=[CH:16][C:8]1=2. The yield is 0.695. (3) The reactants are [C:1]1([C:7]2[C:8]([C:18](O)=O)=[N:9][O:10][C:11]=2[C:12]2[CH:17]=[CH:16][CH:15]=[CH:14][CH:13]=2)[CH:6]=[CH:5][CH:4]=[CH:3][CH:2]=1.[OH:21]/[N:22]=[C:23](/[C:25]1[CH:42]=[CH:41][C:28]([CH2:29][N:30]2[CH2:33][CH:32]([C:34]([O:36][C:37]([CH3:40])([CH3:39])[CH3:38])=[O:35])[CH2:31]2)=[CH:27][CH:26]=1)\[NH2:24].C1C=CC2N(O)N=NC=2C=1.C(Cl)CCl. The catalyst is CN(C=O)C. The product is [C:1]1([C:7]2[C:8]([C:18]3[O:21][N:22]=[C:23]([C:25]4[CH:26]=[CH:27][C:28]([CH2:29][N:30]5[CH2:31][CH:32]([C:34]([O:36][C:37]([CH3:39])([CH3:38])[CH3:40])=[O:35])[CH2:33]5)=[CH:41][CH:42]=4)[N:24]=3)=[N:9][O:10][C:11]=2[C:12]2[CH:13]=[CH:14][CH:15]=[CH:16][CH:17]=2)[CH:6]=[CH:5][CH:4]=[CH:3][CH:2]=1. The yield is 0.692. (4) The reactants are [NH:1]1[CH:5]=[CH:4][CH:3]=[C:2]1[C:6]([O:8][CH3:9])=[O:7].[H-].[Na+].Br[CH2:13][C:14]([C:16]1[CH:21]=[CH:20][C:19]([OH:22])=[CH:18][CH:17]=1)=[O:15].[NH4+].[Cl-]. The catalyst is CN(C=O)C. The product is [OH:22][C:19]1[CH:20]=[CH:21][C:16]([C:14](=[O:15])[CH2:13][N:1]2[CH:5]=[CH:4][CH:3]=[C:2]2[C:6]([O:8][CH3:9])=[O:7])=[CH:17][CH:18]=1. The yield is 0.870. (5) The reactants are [C:1]([O:5][C:6]([N:8]1[C@@H:12]([CH2:13][CH:14]([O:18][CH2:19][CH:20]=[CH2:21])[CH2:15]C=C)[CH2:11][O:10][C:9]1([CH3:23])[CH3:22])=[O:7])([CH3:4])([CH3:3])[CH3:2]. The catalyst is ClCCl.CC1C=C(C)C(N2C(=[Ru](Cl)(Cl)=CC3C=CC=CC=3)N(C3C(C)=CC(C)=CC=3C)CC2)=C(C)C=1.C1CCC(P(C2CCCCC2)C2CCCCC2)CC1. The product is [C:1]([O:5][C:6]([N:8]1[C@@H:12]([CH2:13][CH:14]2[CH2:15][CH:21]=[CH:20][CH2:19][O:18]2)[CH2:11][O:10][C:9]1([CH3:22])[CH3:23])=[O:7])([CH3:2])([CH3:3])[CH3:4]. The yield is 0.920. (6) The reactants are [CH2:1]([C:3]([C:21]1[S:25][C:24]([C:26](O)=[O:27])=[C:23]([CH3:29])[CH:22]=1)([C:6]1[CH:11]=[CH:10][C:9]([O:12][CH2:13][CH:14]([OH:19])[C:15]([CH3:18])([CH3:17])[CH3:16])=[C:8]([CH3:20])[CH:7]=1)[CH2:4][CH3:5])[CH3:2].Cl.[CH3:31][O:32][C:33](=[O:38])[C:34]([NH2:37])([CH3:36])[CH3:35]. No catalyst specified. The product is [CH3:31][O:32][C:33](=[O:38])[C:34]([NH:37][C:26]([C:24]1[S:25][C:21]([C:3]([CH2:4][CH3:5])([C:6]2[CH:11]=[CH:10][C:9]([O:12][CH2:13][CH:14]([OH:19])[C:15]([CH3:18])([CH3:17])[CH3:16])=[C:8]([CH3:20])[CH:7]=2)[CH2:1][CH3:2])=[CH:22][C:23]=1[CH3:29])=[O:27])([CH3:36])[CH3:35]. The yield is 0.710.